From a dataset of Peptide-MHC class II binding affinity with 134,281 pairs from IEDB. Regression. Given a peptide amino acid sequence and an MHC pseudo amino acid sequence, predict their binding affinity value. This is MHC class II binding data. The peptide sequence is AATQARAAAAAFEAA. The MHC is DRB1_1302 with pseudo-sequence DRB1_1302. The binding affinity (normalized) is 0.0265.